Dataset: Catalyst prediction with 721,799 reactions and 888 catalyst types from USPTO. Task: Predict which catalyst facilitates the given reaction. Reactant: [CH2:1]([O:8][CH2:9][CH2:10][CH2:11][CH:12]([C:21](=[N:33][O:34]C)[C:22]#[C:23][CH:24]1[CH2:27][CH:26]([CH2:28][C:29]([CH3:32])([CH3:31])[CH3:30])[CH2:25]1)[CH2:13][C:14]([O:16][C:17]([CH3:20])([CH3:19])[CH3:18])=[O:15])[C:2]1[CH:7]=[CH:6][CH:5]=[CH:4][CH:3]=1.[I:36]Cl.S([O-])([O-])=O.[Na+].[Na+]. Product: [CH2:1]([O:8][CH2:9][CH2:10][CH2:11][CH:12]([C:21]1[C:22]([I:36])=[C:23]([CH:24]2[CH2:27][CH:26]([CH2:28][C:29]([CH3:32])([CH3:31])[CH3:30])[CH2:25]2)[O:34][N:33]=1)[CH2:13][C:14]([O:16][C:17]([CH3:20])([CH3:19])[CH3:18])=[O:15])[C:2]1[CH:7]=[CH:6][CH:5]=[CH:4][CH:3]=1. The catalyst class is: 2.